Dataset: Reaction yield outcomes from USPTO patents with 853,638 reactions. Task: Predict the reaction yield, written as a fraction of the theoretical maximum amount of product (1.0 means a 100% yield; for example, 0.34 means a 34% yield). The reactants are [O-]P([O-])([O-])=O.[K+].[K+].[K+].CC(C1C=C(C(C)C)C(C2C=CC=CC=2P(C2CCCCC2)C2CCCCC2)=C(C(C)C)C=1)C.CC1(C)C(C)(C)OB([C:51]2[NH:59][C:58]3[CH2:57][CH2:56][NH:55][C:54](=[O:60])[C:53]=3[CH:52]=2)O1.Br[C:63]1[CH:64]=[CH:65][CH:66]=[C:67]2[C:72]=1[N:71]=[C:70]([NH:73][CH:74]([CH3:76])[CH3:75])[N:69]([C:77]1[CH:82]=[CH:81][CH:80]=[CH:79][N:78]=1)[C:68]2=[O:83]. The catalyst is O1CCOCC1.C1C=CC(/C=C/C(/C=C/C2C=CC=CC=2)=O)=CC=1.C1C=CC(/C=C/C(/C=C/C2C=CC=CC=2)=O)=CC=1.C1C=CC(/C=C/C(/C=C/C2C=CC=CC=2)=O)=CC=1.[Pd].[Pd].O. The product is [CH3:76][CH:74]([NH:73][C:70]1[N:69]([C:77]2[CH:82]=[CH:81][CH:80]=[CH:79][N:78]=2)[C:68](=[O:83])[C:67]2[C:72](=[C:63]([C:51]3[NH:59][C:58]4[CH2:57][CH2:56][NH:55][C:54](=[O:60])[C:53]=4[CH:52]=3)[CH:64]=[CH:65][CH:66]=2)[N:71]=1)[CH3:75]. The yield is 0.0700.